This data is from Peptide-MHC class II binding affinity with 134,281 pairs from IEDB. The task is: Regression. Given a peptide amino acid sequence and an MHC pseudo amino acid sequence, predict their binding affinity value. This is MHC class II binding data. (1) The peptide sequence is EAAFTVSSKRNLADA. The MHC is HLA-DQA10101-DQB10501 with pseudo-sequence HLA-DQA10101-DQB10501. The binding affinity (normalized) is 0.184. (2) The peptide sequence is RDSDDWLNKYSYYPE. The MHC is HLA-DQA10501-DQB10303 with pseudo-sequence HLA-DQA10501-DQB10303. The binding affinity (normalized) is 0.